Dataset: Catalyst prediction with 721,799 reactions and 888 catalyst types from USPTO. Task: Predict which catalyst facilitates the given reaction. (1) Reactant: C(OC([N:8]1[CH2:13][CH:12]2[CH2:14][CH:9]1[CH2:10][N:11]2[C:15]1[N:20]2[CH:21]=[CH:22][N:23]=[C:19]2[CH:18]=[C:17]([C:24]2[CH:29]=[CH:28][N:27]=[C:26]([NH:30][CH2:31][C:32]3[C:41]4[C:36](=[CH:37][CH:38]=[CH:39][CH:40]=4)[CH:35]=[CH:34][CH:33]=3)[CH:25]=2)[N:16]=1)=O)(C)(C)C.CO.Cl. Product: [C@H:12]12[CH2:14][C@H:9]([NH:8][CH2:13]1)[CH2:10][N:11]2[C:15]1[N:20]2[CH:21]=[CH:22][N:23]=[C:19]2[CH:18]=[C:17]([C:24]2[CH:29]=[CH:28][N:27]=[C:26]([NH:30][CH2:31][C:32]3[C:41]4[C:36](=[CH:37][CH:38]=[CH:39][CH:40]=4)[CH:35]=[CH:34][CH:33]=3)[CH:25]=2)[N:16]=1. The catalyst class is: 258. (2) Reactant: [O:1]=[C:2]([NH:24][CH2:25][CH2:26][C:27]1[C:35]2[C:30](=[CH:31][CH:32]=[CH:33][CH:34]=2)[NH:29][C:28]=1[C:36]1[CH:41]=[CH:40][CH:39]=[CH:38][CH:37]=1)[C@@H:3]([NH:16][C:17]([C:19]1[S:20][CH:21]=[CH:22][CH:23]=1)=[O:18])[CH2:4][CH2:5][CH2:6][CH2:7][CH2:8][C:9]([O:11]C(C)(C)C)=[O:10]. Product: [O:1]=[C:2]([NH:24][CH2:25][CH2:26][C:27]1[C:35]2[C:30](=[CH:31][CH:32]=[CH:33][CH:34]=2)[NH:29][C:28]=1[C:36]1[CH:41]=[CH:40][CH:39]=[CH:38][CH:37]=1)[C@@H:3]([NH:16][C:17]([C:19]1[S:20][CH:21]=[CH:22][CH:23]=1)=[O:18])[CH2:4][CH2:5][CH2:6][CH2:7][CH2:8][C:9]([OH:11])=[O:10]. The catalyst class is: 157. (3) Reactant: C1(S(O[CH2:11][CH2:12][C:13]2[C:22]3[C:17](=[CH:18][CH:19]=[C:20]([O:23][CH3:24])[CH:21]=3)[CH:16]=[CH:15][CH:14]=2)(=O)=O)C=CC=CC=1.[C:25]1(=[O:35])[NH:29][C:28](=[O:30])[C:27]2=[CH:31][CH:32]=[CH:33][CH:34]=[C:26]12.[K].CN(C)C=O. Product: [CH3:24][O:23][C:20]1[CH:21]=[C:22]2[C:17]([CH:16]=[CH:15][CH:14]=[C:13]2[CH2:12][CH2:11][N:29]2[C:28](=[O:30])[C:27]3=[CH:31][CH:32]=[CH:33][CH:34]=[C:26]3[C:25]2=[O:35])=[CH:18][CH:19]=1. The catalyst class is: 6. (4) Reactant: [F:1][C:2]1[CH:7]=[CH:6][C:5]([N:8]2[CH2:13][CH2:12][N:11]([CH2:14][CH2:15][CH2:16][CH2:17][N:18]3[C:22]4[C:23](=O)[CH2:24][N:25]([CH3:29])[S:26](=[O:28])(=[O:27])[C:21]=4[CH:20]=[CH:19]3)[CH2:10][CH2:9]2)=[CH:4][CH:3]=1.Cl.[NH2:32][OH:33]. Product: [F:1][C:2]1[CH:7]=[CH:6][C:5]([N:8]2[CH2:13][CH2:12][N:11]([CH2:14][CH2:15][CH2:16][CH2:17][N:18]3[C:22]4[C:23](=[N:32][OH:33])[CH2:24][N:25]([CH3:29])[S:26](=[O:28])(=[O:27])[C:21]=4[CH:20]=[CH:19]3)[CH2:10][CH2:9]2)=[CH:4][CH:3]=1. The catalyst class is: 17. (5) Reactant: [Br:1][C:2]1[CH:3]=[C:4]2[C:8](=[CH:9][CH:10]=1)[N:7]([CH:11]([CH2:15][CH:16]1[CH2:20][CH2:19][CH2:18][CH2:17]1)[C:12](O)=[O:13])[C:6](=[O:21])[C:5]2=[O:22].[S:23]1[CH:27]=[CH:26][N:25]=[C:24]1[NH2:28].C(N(CC)C(C)C)(C)C.F[P-](F)(F)(F)(F)F.N1(O[P+](N(C)C)(N(C)C)N(C)C)C2C=CC=CC=2N=N1. Product: [Br:1][C:2]1[CH:3]=[C:4]2[C:8](=[CH:9][CH:10]=1)[N:7]([CH:11]([CH2:15][CH:16]1[CH2:20][CH2:19][CH2:18][CH2:17]1)[C:12]([NH:28][C:24]1[S:23][CH:27]=[CH:26][N:25]=1)=[O:13])[C:6](=[O:21])[C:5]2=[O:22]. The catalyst class is: 42. (6) Reactant: [Br:1][C:2]1[C:3]([C:7]([F:14])([F:13])[CH2:8][C:9]([F:12])([F:11])[F:10])=[N:4][NH:5][CH:6]=1.[CH2:15]=[O:16]. Product: [Br:1][C:2]1[C:3]([C:7]([F:14])([F:13])[CH2:8][C:9]([F:10])([F:11])[F:12])=[N:4][N:5]([CH2:15][OH:16])[CH:6]=1. The catalyst class is: 21. (7) Reactant: Br[C:2]1[CH:10]=[CH:9][CH:8]=[C:7]2[C:3]=1[CH2:4][CH2:5][C:6]2=[O:11].B([O-])([O-])O[CH:14]1[CH2:16][CH2:15]1.P([O-])([O-])([O-])=O.[K+].[K+].[K+].C1(P(C2CCCCC2)C2CCCCC2)CCCCC1. Product: [CH2:14]1[CH:16]([C:2]2[C:3]3[CH2:4][CH2:5][C:6](=[O:11])[C:7]=3[CH:8]=[CH:9][CH:10]=2)[CH2:15]1. The catalyst class is: 706. (8) Reactant: [C:1]([C:4]1[CH:9]=[CH:8][C:7]([CH:10]([N:34]2[CH2:39][CH2:38][N:37]([CH:40]([CH3:42])[CH3:41])[CH2:36][CH2:35]2)[CH2:11][N:12]2[CH2:17][CH2:16][N:15]([CH2:18][CH2:19][CH2:20][CH2:21][C:22]3[C:31]4[C:26](=[CH:27][CH:28]=[CH:29][CH:30]=4)[CH:25]=[CH:24][C:23]=3[O:32][CH3:33])[CH2:14][CH2:13]2)=[CH:6][CH:5]=1)(=[O:3])[NH2:2].[ClH:43].C(OCC)(=O)C. Product: [ClH:43].[ClH:43].[ClH:43].[ClH:43].[C:1]([C:4]1[CH:9]=[CH:8][C:7]([CH:10]([N:34]2[CH2:35][CH2:36][N:37]([CH:40]([CH3:42])[CH3:41])[CH2:38][CH2:39]2)[CH2:11][N:12]2[CH2:17][CH2:16][N:15]([CH2:18][CH2:19][CH2:20][CH2:21][C:22]3[C:31]4[C:26](=[CH:27][CH:28]=[CH:29][CH:30]=4)[CH:25]=[CH:24][C:23]=3[O:32][CH3:33])[CH2:14][CH2:13]2)=[CH:6][CH:5]=1)(=[O:3])[NH2:2]. The catalyst class is: 5.